This data is from Reaction yield outcomes from USPTO patents with 853,638 reactions. The task is: Predict the reaction yield, written as a fraction of the theoretical maximum amount of product (1.0 means a 100% yield; for example, 0.34 means a 34% yield). (1) The reactants are [Br:1][C:2]1[CH:3]=[CH:4][C:5]([O:32][C:33]2[CH:38]=[CH:37][C:36]([C:39](F)=[O:40])=[CH:35][CH:34]=2)=[C:6]([CH:8]2[C:13]3([C:21]4[C:16](=[CH:17][C:18]([Cl:22])=[CH:19][CH:20]=4)[NH:15][C:14]3=[O:23])[CH:12]([C:24]3[CH:29]=[CH:28][CH:27]=[C:26]([Cl:30])[CH:25]=3)[CH2:11][C:10](=[O:31])[NH:9]2)[CH:7]=1.[NH2:42][CH2:43][CH2:44][N:45]1[CH2:49][CH2:48][CH2:47][CH2:46]1.CN1CCOCC1. The catalyst is CN(C)C1C=CN=CC=1.O1CCCC1. The product is [Br:1][C:2]1[CH:3]=[CH:4][C:5]([O:32][C:33]2[CH:38]=[CH:37][C:36]([C:39](=[O:40])[NH:42][CH2:43][CH2:44][N:45]3[CH2:49][CH2:48][CH2:47][CH2:46]3)=[CH:35][CH:34]=2)=[C:6]([CH:8]2[C:13]3([C:21]4[C:16](=[CH:17][C:18]([Cl:22])=[CH:19][CH:20]=4)[NH:15][C:14]3=[O:23])[CH:12]([C:24]3[CH:29]=[CH:28][CH:27]=[C:26]([Cl:30])[CH:25]=3)[CH2:11][C:10](=[O:31])[NH:9]2)[CH:7]=1. The yield is 0.830. (2) The reactants are [CH:1](=O)[CH3:2].[C:4]([SiH2:8][O:9][C:10]([CH3:21])([CH3:20])[C:11]1[CH:12]=[C:13]([CH:16]=[CH:17][C:18]=1[Cl:19])[CH2:14][NH2:15])([CH3:7])([CH3:6])[CH3:5].[BH4-].[Na+].CCN(C(C)C)C(C)C.[CH3:33][C:34]([O:37][C:38](O[C:38]([O:37][C:34]([CH3:36])([CH3:35])[CH3:33])=[O:39])=[O:39])([CH3:36])[CH3:35]. The catalyst is CO.C(Cl)Cl. The product is [C:34]([O:37][C:38](=[O:39])[N:15]([CH2:14][C:13]1[CH:16]=[CH:17][C:18]([Cl:19])=[C:11]([C:10]([CH3:21])([CH3:20])[O:9][SiH2:8][C:4]([CH3:7])([CH3:5])[CH3:6])[CH:12]=1)[CH2:1][CH3:2])([CH3:36])([CH3:35])[CH3:33]. The yield is 0.290. (3) The reactants are Cl[C:2]1[C:11]2[C:6](=[C:7]([I:13])[C:8]([CH3:12])=[CH:9][CH:10]=2)[CH:5]=[CH:4][N:3]=1.[F:14][C:15]([F:24])([F:23])[C:16]1[CH:17]=[C:18]([CH:20]=[CH:21][CH:22]=1)[NH2:19]. The catalyst is CC(O)C. The product is [I:13][C:7]1[C:8]([CH3:12])=[CH:9][CH:10]=[C:11]2[C:6]=1[CH:5]=[CH:4][N:3]=[C:2]2[NH:19][C:18]1[CH:20]=[CH:21][CH:22]=[C:16]([C:15]([F:14])([F:23])[F:24])[CH:17]=1. The yield is 0.500. (4) The product is [CH2:1]([O:3][C:4]([C:6]1[NH:7][C:8]([CH3:21])=[C:9]([C:12]2[CH:13]=[CH:14][C:15]([C:18](=[O:20])[NH:37][C:35]3[CH:36]=[C:31]([CH:28]([CH3:29])[CH3:30])[CH:32]=[CH:33][C:34]=3[CH3:38])=[CH:16][CH:17]=2)[C:10]=1[CH3:11])=[O:5])[CH3:2]. The reactants are [CH2:1]([O:3][C:4]([C:6]1[NH:7][C:8]([CH3:21])=[C:9]([C:12]2[CH:17]=[CH:16][C:15]([C:18]([OH:20])=O)=[CH:14][CH:13]=2)[C:10]=1[CH3:11])=[O:5])[CH3:2].C(Cl)(=O)C(Cl)=O.[CH:28]([C:31]1[CH:32]=[CH:33][C:34]([CH3:38])=[C:35]([NH2:37])[CH:36]=1)([CH3:30])[CH3:29].C(=O)(O)[O-].[Na+]. The yield is 0.350. The catalyst is CN(C=O)C.C(Cl)Cl. (5) The reactants are C([O-])(O)=O.[Na+].[OH:6][CH2:7][CH2:8][N:9]1[CH:18]=[CH:17][C:16]2[C:11](=[CH:12][C:13]([N:19]3[CH2:24][CH2:23][NH:22][CH2:21][CH2:20]3)=[CH:14][CH:15]=2)[C:10]1=[O:25].[CH:26]1[C:38]2[CH:37]([CH2:39][O:40][C:41](Cl)=[O:42])[C:36]3[C:31](=[CH:32][CH:33]=[CH:34][CH:35]=3)[C:30]=2[CH:29]=[CH:28][CH:27]=1. The catalyst is O1CCCC1. The product is [CH:26]1[C:38]2[CH:37]([CH2:39][O:40][C:41]([N:22]3[CH2:23][CH2:24][N:19]([C:13]4[CH:12]=[C:11]5[C:16]([CH:17]=[CH:18][N:9]([CH2:8][CH2:7][OH:6])[C:10]5=[O:25])=[CH:15][CH:14]=4)[CH2:20][CH2:21]3)=[O:42])[C:36]3[C:31](=[CH:32][CH:33]=[CH:34][CH:35]=3)[C:30]=2[CH:29]=[CH:28][CH:27]=1. The yield is 0.590. (6) The reactants are Br.[CH3:2][N:3]([CH3:25])[CH2:4][CH2:5][CH2:6][C:7]1([C:18]2[CH:23]=[CH:22][C:21]([F:24])=[CH:20][CH:19]=2)[C:11]2[CH:12]=[CH:13][C:14]([C:16]#[N:17])=[CH:15][C:10]=2[CH2:9][O:8]1.[NH:26]1[CH2:31][CH2:30][O:29][CH2:28][CH2:27]1. No catalyst specified. The product is [CH3:25][N:3]([CH3:2])[CH2:4][CH2:5][CH2:6][C:7]1([C:18]2[CH:19]=[CH:20][C:21]([F:24])=[CH:22][CH:23]=2)[C:11]2[CH:12]=[CH:13][C:14]([C:16]([N:26]3[CH2:31][CH2:30][O:29][CH2:28][CH2:27]3)=[NH:17])=[CH:15][C:10]=2[CH2:9][O:8]1. The yield is 0.150.